Task: Regression. Given two drug SMILES strings and cell line genomic features, predict the synergy score measuring deviation from expected non-interaction effect.. Dataset: NCI-60 drug combinations with 297,098 pairs across 59 cell lines (1) Drug 1: CC1=C(C(CCC1)(C)C)C=CC(=CC=CC(=CC(=O)O)C)C. Drug 2: C1=NC(=NC(=O)N1C2C(C(C(O2)CO)O)O)N. Cell line: OVCAR-4. Synergy scores: CSS=20.0, Synergy_ZIP=-6.83, Synergy_Bliss=3.85, Synergy_Loewe=-11.2, Synergy_HSA=1.20. (2) Cell line: TK-10. Synergy scores: CSS=32.9, Synergy_ZIP=-4.59, Synergy_Bliss=3.37, Synergy_Loewe=-25.0, Synergy_HSA=5.16. Drug 2: CCN(CC)CCCC(C)NC1=C2C=C(C=CC2=NC3=C1C=CC(=C3)Cl)OC. Drug 1: CC1=C2C(C(=O)C3(C(CC4C(C3C(C(C2(C)C)(CC1OC(=O)C(C(C5=CC=CC=C5)NC(=O)C6=CC=CC=C6)O)O)OC(=O)C7=CC=CC=C7)(CO4)OC(=O)C)O)C)OC(=O)C. (3) Drug 1: COC1=NC(=NC2=C1N=CN2C3C(C(C(O3)CO)O)O)N. Drug 2: CN(C(=O)NC(C=O)C(C(C(CO)O)O)O)N=O. Cell line: MALME-3M. Synergy scores: CSS=1.85, Synergy_ZIP=5.79, Synergy_Bliss=7.58, Synergy_Loewe=2.90, Synergy_HSA=2.33. (4) Drug 2: C1CC(C1)(C(=O)O)C(=O)O.[NH2-].[NH2-].[Pt+2]. Cell line: UACC62. Synergy scores: CSS=43.8, Synergy_ZIP=-10.2, Synergy_Bliss=-1.34, Synergy_Loewe=0.0253, Synergy_HSA=2.50. Drug 1: COC1=C(C=C2C(=C1)N=CN=C2NC3=CC(=C(C=C3)F)Cl)OCCCN4CCOCC4. (5) Drug 1: CC1C(C(CC(O1)OC2CC(CC3=C2C(=C4C(=C3O)C(=O)C5=C(C4=O)C(=CC=C5)OC)O)(C(=O)CO)O)N)O.Cl. Drug 2: CC12CCC3C(C1CCC2=O)CC(=C)C4=CC(=O)C=CC34C. Cell line: 786-0. Synergy scores: CSS=0.534, Synergy_ZIP=0.434, Synergy_Bliss=1.82, Synergy_Loewe=-0.363, Synergy_HSA=-0.472. (6) Drug 1: CC12CCC(CC1=CCC3C2CCC4(C3CC=C4C5=CN=CC=C5)C)O. Drug 2: CC1C(C(CC(O1)OC2CC(OC(C2O)C)OC3=CC4=CC5=C(C(=O)C(C(C5)C(C(=O)C(C(C)O)O)OC)OC6CC(C(C(O6)C)O)OC7CC(C(C(O7)C)O)OC8CC(C(C(O8)C)O)(C)O)C(=C4C(=C3C)O)O)O)O. Cell line: COLO 205. Synergy scores: CSS=48.6, Synergy_ZIP=33.4, Synergy_Bliss=30.0, Synergy_Loewe=26.1, Synergy_HSA=25.7. (7) Drug 1: CC(C1=C(C=CC(=C1Cl)F)Cl)OC2=C(N=CC(=C2)C3=CN(N=C3)C4CCNCC4)N. Drug 2: CCN(CC)CCNC(=O)C1=C(NC(=C1C)C=C2C3=C(C=CC(=C3)F)NC2=O)C. Cell line: ACHN. Synergy scores: CSS=8.96, Synergy_ZIP=-2.39, Synergy_Bliss=-0.798, Synergy_Loewe=-2.62, Synergy_HSA=-2.38. (8) Drug 1: CC1=C(C=C(C=C1)NC(=O)C2=CC=C(C=C2)CN3CCN(CC3)C)NC4=NC=CC(=N4)C5=CN=CC=C5. Drug 2: CC1CCC2CC(C(=CC=CC=CC(CC(C(=O)C(C(C(=CC(C(=O)CC(OC(=O)C3CCCCN3C(=O)C(=O)C1(O2)O)C(C)CC4CCC(C(C4)OC)OCCO)C)C)O)OC)C)C)C)OC. Cell line: RXF 393. Synergy scores: CSS=-17.9, Synergy_ZIP=11.5, Synergy_Bliss=11.9, Synergy_Loewe=-7.01, Synergy_HSA=-9.23. (9) Drug 1: C1=CC(=CC=C1CCC2=CNC3=C2C(=O)NC(=N3)N)C(=O)NC(CCC(=O)O)C(=O)O. Drug 2: C(=O)(N)NO. Cell line: MDA-MB-435. Synergy scores: CSS=13.7, Synergy_ZIP=6.37, Synergy_Bliss=9.80, Synergy_Loewe=-88.5, Synergy_HSA=4.43.